From a dataset of Catalyst prediction with 721,799 reactions and 888 catalyst types from USPTO. Predict which catalyst facilitates the given reaction. (1) Reactant: COS(OC)(=O)=O.[CH3:8][C:9]1[CH:14]=[C:13]([N+:15]([O-:17])=[O:16])[CH:12]=[CH:11][N+:10]=1[O-].[C-:19]#[N:20].[K+]. Product: [CH3:8][C:9]1[N:10]=[C:11]([C:19]#[N:20])[CH:12]=[C:13]([N+:15]([O-:17])=[O:16])[CH:14]=1. The catalyst class is: 6. (2) Reactant: [CH3:1][NH:2][C:3]1[C:4]([NH2:12])=[CH:5][C:6]([N+:9]([O-:11])=[O:10])=[CH:7][CH:8]=1.C(N(CC)CC)C.[C:20](Cl)(Cl)=[S:21]. Product: [CH3:1][N:2]1[C:3]2[CH:8]=[CH:7][C:6]([N+:9]([O-:11])=[O:10])=[CH:5][C:4]=2[NH:12][C:20]1=[S:21]. The catalyst class is: 1.